From a dataset of Catalyst prediction with 721,799 reactions and 888 catalyst types from USPTO. Predict which catalyst facilitates the given reaction. (1) Reactant: O1C2C=CC=CC=2OB1.[Br:10][C:11]1[C:12]([N:27]2[CH2:32][CH2:31][CH:30]([C:33]3[O:37][N:36]=[C:35]([CH:38]([CH3:40])[CH3:39])[N:34]=3)[CH2:29][CH2:28]2)=[C:13]([C:19](=[O:26])[C:20]([O:22][CH:23]([CH3:25])[CH3:24])=[O:21])[C:14]([CH3:18])=[N:15][C:16]=1[CH3:17].CB1N2CCC[C@@H]2C(C2C=CC=CC=2)(C2C=CC=CC=2)O1. Product: [Br:10][C:11]1[C:12]([N:27]2[CH2:32][CH2:31][CH:30]([C:33]3[O:37][N:36]=[C:35]([CH:38]([CH3:40])[CH3:39])[N:34]=3)[CH2:29][CH2:28]2)=[C:13]([C@H:19]([OH:26])[C:20]([O:22][CH:23]([CH3:25])[CH3:24])=[O:21])[C:14]([CH3:18])=[N:15][C:16]=1[CH3:17]. The catalyst class is: 11. (2) Reactant: [F:1][C:2]([F:23])([CH:20]([F:22])[F:21])[CH2:3][O:4][C:5]1[CH:10]=[CH:9][C:8]([OH:11])=[C:7](OCC2C=CC=CC=2)[CH:6]=1. Product: [F:1][C:2]([F:23])([CH:20]([F:21])[F:22])[CH2:3][O:4][C:5]1[CH:6]=[CH:7][C:8]([OH:11])=[CH:9][CH:10]=1. The catalyst class is: 5. (3) Reactant: Cl[C:2]1[N:11]=[CH:10][C:9]2[N:8]([CH3:12])[C:7](=[O:13])[C@H:6]([CH2:14][CH3:15])[N:5]([CH:16]3[CH2:20][CH2:19][CH2:18][CH2:17]3)[C:4]=2[N:3]=1.[NH2:21][C:22]1[CH:23]=[CH:24][C:25]([C:31]([O:33]C)=[O:32])=[C:26]2[C:30]=1[O:29][CH2:28][CH2:27]2.Cl. Product: [CH:16]1([N:5]2[C:4]3[N:3]=[C:2]([NH:21][C:22]4[CH:23]=[CH:24][C:25]([C:31]([OH:33])=[O:32])=[C:26]5[C:30]=4[O:29][CH2:28][CH2:27]5)[N:11]=[CH:10][C:9]=3[N:8]([CH3:12])[C:7](=[O:13])[C@@H:6]2[CH2:14][CH3:15])[CH2:20][CH2:19][CH2:18][CH2:17]1. The catalyst class is: 40. (4) Reactant: C(OC(=O)[NH:7][C@H:8]([C:10]1[N:18]([C:19]2[CH:24]=[CH:23][CH:22]=[CH:21][CH:20]=2)[C:13]2=[N:14][CH:15]=[CH:16][CH:17]=[C:12]2[N:11]=1)[CH3:9])(C)(C)C.C(O)(C(F)(F)F)=O. Product: [C:19]1([N:18]2[C:13]3=[N:14][CH:15]=[CH:16][CH:17]=[C:12]3[N:11]=[C:10]2[C@@H:8]([NH2:7])[CH3:9])[CH:20]=[CH:21][CH:22]=[CH:23][CH:24]=1. The catalyst class is: 2.